This data is from Peptide-MHC class I binding affinity with 185,985 pairs from IEDB/IMGT. The task is: Regression. Given a peptide amino acid sequence and an MHC pseudo amino acid sequence, predict their binding affinity value. This is MHC class I binding data. (1) The peptide sequence is CSRMLDTSEK. The MHC is HLA-A33:01 with pseudo-sequence HLA-A33:01. The binding affinity (normalized) is 0. (2) The peptide sequence is EFKQILTDF. The MHC is HLA-A01:01 with pseudo-sequence HLA-A01:01. The binding affinity (normalized) is 0.0847. (3) The peptide sequence is ELVNQIIEQL. The MHC is HLA-B44:03 with pseudo-sequence HLA-B44:03. The binding affinity (normalized) is 0. (4) The peptide sequence is RILHNFAYSL. The MHC is HLA-B35:03 with pseudo-sequence HLA-B35:03. The binding affinity (normalized) is 0.161. (5) The peptide sequence is QLLPFMSDMS. The MHC is H-2-Kb with pseudo-sequence H-2-Kb. The binding affinity (normalized) is 0.0971. (6) The peptide sequence is AVLSEYETM. The MHC is HLA-A02:01 with pseudo-sequence HLA-A02:01. The binding affinity (normalized) is 0.127. (7) The peptide sequence is KVKTELVMDK. The MHC is HLA-A31:01 with pseudo-sequence HLA-A31:01. The binding affinity (normalized) is 0.435.